From a dataset of Forward reaction prediction with 1.9M reactions from USPTO patents (1976-2016). Predict the product of the given reaction. (1) Given the reactants [OH:1][C:2]1[CH:11]=[CH:10][C:9]2[C:4](=[CH:5][CH:6]=[C:7]([CH2:12][CH2:13][CH2:14][CH2:15][CH2:16][CH2:17][CH2:18][CH2:19][CH2:20][CH2:21][CH2:22][CH3:23])[CH:8]=2)[C:3]=1[C:24]([NH2:26])=[O:25].[C:27](=O)([O-])[O-].[K+].[K+].CI.O, predict the reaction product. The product is: [CH3:27][O:1][C:2]1[CH:11]=[CH:10][C:9]2[C:4](=[CH:5][CH:6]=[C:7]([CH2:12][CH2:13][CH2:14][CH2:15][CH2:16][CH2:17][CH2:18][CH2:19][CH2:20][CH2:21][CH2:22][CH3:23])[CH:8]=2)[C:3]=1[C:24]([NH2:26])=[O:25]. (2) Given the reactants [CH2:1]([O:8][C:9]1[CH:10]=[C:11]([CH:15]=[C:16]([O:18][CH:19]([CH3:21])[CH3:20])[CH:17]=1)[C:12]([OH:14])=O)[C:2]1[CH:7]=[CH:6][CH:5]=[CH:4][CH:3]=1.C(N(CC)CC)C.[N:29]1[CH:34]=[CH:33][CH:32]=[CH:31][C:30]=1[CH2:35][N:36]1[CH:40]=[CH:39][C:38]([NH2:41])=[N:37]1.CCCCCCC.C(OCC)(=O)C, predict the reaction product. The product is: [CH2:1]([O:8][C:9]1[CH:10]=[C:11]([CH:15]=[C:16]([O:18][CH:19]([CH3:21])[CH3:20])[CH:17]=1)[C:12]([NH:41][C:38]1[CH:39]=[CH:40][N:36]([CH2:35][C:30]2[CH:31]=[CH:32][CH:33]=[CH:34][N:29]=2)[N:37]=1)=[O:14])[C:2]1[CH:3]=[CH:4][CH:5]=[CH:6][CH:7]=1. (3) Given the reactants [CH3:1][C@H:2]1[O:7][C@@H:6]([CH3:8])[CH2:5][N:4]([CH2:9][C:10]2[O:14][C:13]([C:15]3[CH:23]=[C:22]([C:24]4[CH:25]=[C:26]([NH2:32])[C:27]([O:30][CH3:31])=[N:28][CH:29]=4)[CH:21]=[C:20]4[C:16]=3[CH:17]=[N:18][N:19]4[S:33]([C:36]3[CH:41]=[CH:40][CH:39]=[CH:38][CH:37]=3)(=[O:35])=[O:34])=[N:12][N:11]=2)[CH2:3]1.[CH3:42][S:43](Cl)(=[O:45])=[O:44].O, predict the reaction product. The product is: [CH3:1][C@H:2]1[O:7][C@@H:6]([CH3:8])[CH2:5][N:4]([CH2:9][C:10]2[O:14][C:13]([C:15]3[CH:23]=[C:22]([C:24]4[CH:25]=[C:26]([NH:32][S:43]([CH3:42])(=[O:45])=[O:44])[C:27]([O:30][CH3:31])=[N:28][CH:29]=4)[CH:21]=[C:20]4[C:16]=3[CH:17]=[N:18][N:19]4[S:33]([C:36]3[CH:41]=[CH:40][CH:39]=[CH:38][CH:37]=3)(=[O:34])=[O:35])=[N:12][N:11]=2)[CH2:3]1.